Dataset: Full USPTO retrosynthesis dataset with 1.9M reactions from patents (1976-2016). Task: Predict the reactants needed to synthesize the given product. (1) The reactants are: Cl.Cl.[NH:3]1[CH2:8][CH2:7][NH:6][CH2:5][C@H:4]1[C:9]([OH:11])=[O:10].[C:12](=[O:15])([O-:14])[O-].[Na+].[Na+].[CH3:18][C:19]([O:22][C:23](O[C:23]([O:22][C:19]([CH3:21])([CH3:20])[CH3:18])=[O:24])=[O:24])([CH3:21])[CH3:20]. Given the product [C:19]([O:14][C:12]([N:3]1[CH2:8][CH2:7][N:6]([C:23]([O:22][C:19]([CH3:21])([CH3:18])[CH3:20])=[O:24])[CH2:5][C@H:4]1[C:9]([OH:11])=[O:10])=[O:15])([CH3:21])([CH3:20])[CH3:18], predict the reactants needed to synthesize it. (2) Given the product [N:14]1[CH:15]=[CH:16][CH:17]=[C:12]([NH:11][S:8]([C:6]2[CH:7]=[C:2]([C:20]3[CH:25]=[CH:24][CH:23]=[CH:22][CH:21]=3)[CH:3]=[CH:4][C:5]=2[O:18][CH3:19])(=[O:10])=[O:9])[CH:13]=1, predict the reactants needed to synthesize it. The reactants are: Br[C:2]1[CH:3]=[CH:4][C:5]([O:18][CH3:19])=[C:6]([S:8]([NH:11][C:12]2[CH:13]=[N:14][CH:15]=[CH:16][CH:17]=2)(=[O:10])=[O:9])[CH:7]=1.[C:20]1(B(O)O)[CH:25]=[CH:24][CH:23]=[CH:22][CH:21]=1.C([O-])([O-])=O.[K+].[K+].